From a dataset of Catalyst prediction with 721,799 reactions and 888 catalyst types from USPTO. Predict which catalyst facilitates the given reaction. Reactant: [F:1][C:2]([F:12])([F:11])[C:3]1[CH:8]=[CH:7][C:6]([NH:9]N)=[CH:5][CH:4]=1.[CH3:13][CH:14]([C:23](=O)[CH3:24])[CH2:15][CH2:16][CH2:17][CH2:18][S:19]([OH:22])(=[O:21])=[O:20]. Product: [F:1][C:2]([F:12])([F:11])[C:3]1[CH:8]=[C:7]2[C:6](=[CH:5][CH:4]=1)[N:9]=[C:23]([CH3:24])[C:14]2([CH3:13])[CH2:15][CH2:16][CH2:17][CH2:18][S:19]([OH:22])(=[O:20])=[O:21]. The catalyst class is: 15.